From a dataset of Full USPTO retrosynthesis dataset with 1.9M reactions from patents (1976-2016). Predict the reactants needed to synthesize the given product. The reactants are: C([N:4]1[C:8]2[N:9]=[C:10]([NH:14][C:15](=[O:17])[CH3:16])[N:11]=[C:12]([Cl:13])[C:7]=2[C:6]([CH2:18][CH2:19][O:20][Si:21]([C:34]([CH3:37])([CH3:36])[CH3:35])([C:28]2[CH:33]=[CH:32][CH:31]=[CH:30][CH:29]=2)[C:22]2[CH:27]=[CH:26][CH:25]=[CH:24][CH:23]=2)=[CH:5]1)(=O)C.C([O-])([O-])=O.[K+].[K+]. Given the product [C:34]([Si:21]([C:28]1[CH:33]=[CH:32][CH:31]=[CH:30][CH:29]=1)([C:22]1[CH:27]=[CH:26][CH:25]=[CH:24][CH:23]=1)[O:20][CH2:19][CH2:18][C:6]1[C:7]2[C:12]([Cl:13])=[N:11][C:10]([NH:14][C:15](=[O:17])[CH3:16])=[N:9][C:8]=2[NH:4][CH:5]=1)([CH3:35])([CH3:36])[CH3:37], predict the reactants needed to synthesize it.